From a dataset of Peptide-MHC class I binding affinity with 185,985 pairs from IEDB/IMGT. Regression. Given a peptide amino acid sequence and an MHC pseudo amino acid sequence, predict their binding affinity value. This is MHC class I binding data. (1) The peptide sequence is ILVGYMSNL. The MHC is HLA-A68:02 with pseudo-sequence HLA-A68:02. The binding affinity (normalized) is 0.309. (2) The peptide sequence is EEDEGEELF. The MHC is HLA-B08:02 with pseudo-sequence YDSEYRNIFTNTDENTAYLSYNYYTWAVDAYTWY. The binding affinity (normalized) is 0.0847.